Dataset: Catalyst prediction with 721,799 reactions and 888 catalyst types from USPTO. Task: Predict which catalyst facilitates the given reaction. (1) Reactant: Cl.[CH3:2][CH:3]1[CH2:6][NH:5][CH2:4]1.Cl.Cl[C:9]1[N:14]=[CH:13][N:12]=[C:11]([N:15]2[C:19](=[O:20])[C:18]([N:21]3[CH:25]=[CH:24][N:23]=[CH:22]3)=[CH:17][NH:16]2)[CH:10]=1.C(N(C(C)C)C(C)C)C. Product: [N:21]1([C:18]2[C:19](=[O:20])[N:15]([C:11]3[CH:10]=[C:9]([N:5]4[CH2:6][CH:3]([CH3:2])[CH2:4]4)[N:14]=[CH:13][N:12]=3)[NH:16][CH:17]=2)[CH:25]=[CH:24][N:23]=[CH:22]1. The catalyst class is: 7. (2) Reactant: [C:1]([OH:10])(=[O:9])[C:2]1[C:3](=[CH:5][CH:6]=[CH:7][CH:8]=1)[NH2:4].ClCCCl.[CH3:15][C:16]([CH3:20])([CH3:19])[CH:17]=O.C(O[BH-](OC(=O)C)OC(=O)C)(=O)C.[Na+]. Product: [CH2:15]([NH:4][C:3]1[CH:5]=[CH:6][CH:7]=[CH:8][C:2]=1[C:1]([OH:10])=[O:9])[C:16]([CH3:20])([CH3:19])[CH3:17]. The catalyst class is: 322. (3) Reactant: [NH:1]1[C:6]2[CH:7]=[CH:8][S:9][C:5]=2[C:4](=[O:10])[NH:3][C:2]1=[O:11].FC(F)(F)C(OC1C(OC(=O)C(F)(F)F)=C([I:23])C=CC=1)=O.II. Product: [I:23][C:7]1[C:6]2[NH:1][C:2](=[O:11])[NH:3][C:4](=[O:10])[C:5]=2[S:9][CH:8]=1. The catalyst class is: 53.